Dataset: TCR-epitope binding with 47,182 pairs between 192 epitopes and 23,139 TCRs. Task: Binary Classification. Given a T-cell receptor sequence (or CDR3 region) and an epitope sequence, predict whether binding occurs between them. (1) The epitope is PKYVKQNTLKLAT. The TCR CDR3 sequence is CASSLSQGGEAFF. Result: 1 (the TCR binds to the epitope). (2) The TCR CDR3 sequence is CASSLVTGEYEQYF. Result: 1 (the TCR binds to the epitope). The epitope is FLNRFTTTL. (3) The epitope is GILGFVFTL. The TCR CDR3 sequence is CASSPVSTDTQYF. Result: 1 (the TCR binds to the epitope). (4) The epitope is KEIDRLNEV. The TCR CDR3 sequence is CASSLEGSYNSPLHF. Result: 1 (the TCR binds to the epitope). (5) The epitope is IVDTVSALV. The TCR CDR3 sequence is CASSDFPQGRPQHF. Result: 1 (the TCR binds to the epitope). (6) The epitope is LLQTGIHVRVSQPSL. The TCR CDR3 sequence is CASSTLSGLPPAGELFF. Result: 0 (the TCR does not bind to the epitope). (7) The epitope is RIFTIGTVTLK. The TCR CDR3 sequence is CASSPGGELFF. Result: 0 (the TCR does not bind to the epitope). (8) The epitope is LLMPILTLT. The TCR CDR3 sequence is CASRPVGAADEQYF. Result: 1 (the TCR binds to the epitope). (9) The epitope is RAKFKQLL. The TCR CDR3 sequence is CASSLIPGDYYGYTF. Result: 1 (the TCR binds to the epitope).